Dataset: Full USPTO retrosynthesis dataset with 1.9M reactions from patents (1976-2016). Task: Predict the reactants needed to synthesize the given product. (1) Given the product [CH3:1][C:2]1[CH:7]=[C:6]([CH3:8])[CH:5]=[C:4]([CH:9]2[CH2:14][CH2:13][O:12][CH2:11][CH2:10]2)[C:3]=1[O:15][CH2:17][C:18]([O:20][CH3:21])=[O:19], predict the reactants needed to synthesize it. The reactants are: [CH3:1][C:2]1[CH:7]=[C:6]([CH3:8])[CH:5]=[C:4]([CH:9]2[CH2:14][CH2:13][O:12][CH2:11][CH2:10]2)[C:3]=1[OH:15].Br[CH2:17][C:18]([O:20][CH3:21])=[O:19].C(=O)([O-])[O-].[Cs+].[Cs+].C(=O)([O-])O.[Na+]. (2) Given the product [F:1][C:2]1[CH:3]=[C:4]([C:9]2([O:14][CH3:15])[CH2:13][CH2:12][N:11]([CH3:16])[CH2:10]2)[CH:5]=[C:6]([F:8])[CH:7]=1, predict the reactants needed to synthesize it. The reactants are: [F:1][C:2]1[CH:3]=[C:4]([C:9]2([O:14][CH3:15])[CH2:13][CH2:12][NH:11][CH2:10]2)[CH:5]=[C:6]([F:8])[CH:7]=1.[CH2:16]=O.